From a dataset of Full USPTO retrosynthesis dataset with 1.9M reactions from patents (1976-2016). Predict the reactants needed to synthesize the given product. Given the product [Cl:13][C:5]1[N:4]=[C:3]([CH3:2])[CH:8]=[C:7]([CH3:9])[N:6]=1, predict the reactants needed to synthesize it. The reactants are: Cl.[CH3:2][C:3]1[CH:8]=[C:7]([CH3:9])[NH:6][C:5](=O)[N:4]=1.O=P(Cl)(Cl)[Cl:13].